Predict the product of the given reaction. From a dataset of Forward reaction prediction with 1.9M reactions from USPTO patents (1976-2016). (1) The product is: [ClH:1].[CH3:25][C:24]1[CH:23]=[C:22]([OH:26])[C:21]([CH3:27])=[CH:20][C:19]=1[NH:18][C:2]1[CH:7]=[C:6]([C:8]([F:11])([F:10])[F:9])[N:5]=[C:4]([C:12]2[CH:17]=[N:16][CH:15]=[CH:14][N:13]=2)[N:3]=1. Given the reactants [Cl:1][C:2]1[CH:7]=[C:6]([C:8]([F:11])([F:10])[F:9])[N:5]=[C:4]([C:12]2[CH:17]=[N:16][CH:15]=[CH:14][N:13]=2)[N:3]=1.[NH2:18][C:19]1[C:24]([CH3:25])=[CH:23][C:22]([OH:26])=[C:21]([CH3:27])[CH:20]=1, predict the reaction product. (2) Given the reactants [N+:1]([C:4]1[CH:5]=[CH:6][C:7]2[N:13]3[N:14]=[C:15]([C:20]4[CH:25]=[CH:24][C:23]([O:26][C:27]5[CH:32]=[CH:31][CH:30]=[CH:29][CH:28]=5)=[CH:22][CH:21]=4)[C:16]([C:17]([NH2:19])=[O:18])=[C:12]3[NH:11][CH2:10][CH2:9][C:8]=2[CH:33]=1)([O-])=O, predict the reaction product. The product is: [NH2:1][C:4]1[CH:5]=[CH:6][C:7]2[N:13]3[N:14]=[C:15]([C:20]4[CH:25]=[CH:24][C:23]([O:26][C:27]5[CH:28]=[CH:29][CH:30]=[CH:31][CH:32]=5)=[CH:22][CH:21]=4)[C:16]([C:17]([NH2:19])=[O:18])=[C:12]3[NH:11][CH2:10][CH2:9][C:8]=2[CH:33]=1. (3) Given the reactants [SH-].[Na+].[CH3:3][C:4]1([CH3:13])[O:8][N:7]=[C:6]([S:9]([CH3:12])(=O)=O)[CH2:5]1.C(=O)([O-])[O-].[K+].[K+].C(S([O-])=O)O.[Na+].[Cl:26][C:27]1[S:31][N:30]=[C:29]([CH3:32])[C:28]=1CCl, predict the reaction product. The product is: [Cl:26][C:27]1[S:31][N:30]=[C:29]([CH3:32])[C:28]=1[CH2:12][S:9][C:6]1[CH2:5][C:4]([CH3:13])([CH3:3])[O:8][N:7]=1. (4) Given the reactants C([O:4][C@H:5]1[CH2:22][CH2:21][C@@:20]2([CH3:23])[C@@H:7]([CH2:8][CH2:9][C@:10]3([CH3:50])[C@@H:19]2[CH2:18][CH2:17][C@H:16]2[C@@:11]3([CH3:49])[CH2:12][CH2:13][C@@:14]3([C:30]([N:32]4[CH2:36][CH2:35][CH2:34][C@H:33]4[C:37]4[NH:38][C:39]([C:42]5[CH:47]=[CH:46][C:45]([F:48])=[CH:44][CH:43]=5)=[CH:40][N:41]=4)=[O:31])[CH2:26][CH2:25][C@@H:24]([CH:27]([CH3:29])[CH3:28])[C@@H:15]32)[C:6]1([CH3:52])[CH3:51])(=O)C.C1COCC1.[OH-].[Na+], predict the reaction product. The product is: [F:48][C:45]1[CH:44]=[CH:43][C:42]([C:39]2[NH:38][C:37]([C@@H:33]3[CH2:34][CH2:35][CH2:36][N:32]3[C:30]([C@:14]34[CH2:26][CH2:25][C@@H:24]([CH:27]([CH3:29])[CH3:28])[C@@H:15]3[C@@H:16]3[C@@:11]([CH3:49])([CH2:12][CH2:13]4)[C@@:10]4([CH3:50])[C@@H:19]([C@:20]5([CH3:23])[C@@H:7]([CH2:8][CH2:9]4)[C:6]([CH3:51])([CH3:52])[C@@H:5]([OH:4])[CH2:22][CH2:21]5)[CH2:18][CH2:17]3)=[O:31])=[N:41][CH:40]=2)=[CH:47][CH:46]=1.